This data is from Forward reaction prediction with 1.9M reactions from USPTO patents (1976-2016). The task is: Predict the product of the given reaction. (1) Given the reactants [Si:1]([O:8][C@H:9]([CH3:15])[C:10](OCC)=[O:11])([C:4]([CH3:7])([CH3:6])[CH3:5])([CH3:3])[CH3:2].CO.[Li+].[BH4-], predict the reaction product. The product is: [Si:1]([O:8][C@H:9]([CH3:15])[CH2:10][OH:11])([C:4]([CH3:7])([CH3:6])[CH3:5])([CH3:3])[CH3:2]. (2) Given the reactants C1C(=O)N(Cl)C(=O)C1.[F:9][C:10]1[CH:11]=[C:12]([CH:23]=[CH:24][C:25]=1[CH:26]=[N:27][OH:28])[CH2:13][N:14]([CH3:22])[C:15](=[O:21])[O:16][C:17]([CH3:20])([CH3:19])[CH3:18].[Br:29][C:30]1[CH:31]=[C:32]([C:51]#[CH:52])[C:33]([N:36]([C:44]([O:46][C:47]([CH3:50])([CH3:49])[CH3:48])=[O:45])[C:37](=[O:43])[O:38][C:39]([CH3:42])([CH3:41])[CH3:40])=[N:34][CH:35]=1.CCN(CC)CC, predict the reaction product. The product is: [Br:29][C:30]1[CH:31]=[C:32]([C:51]2[O:28][N:27]=[C:26]([C:25]3[CH:24]=[CH:23][C:12]([CH2:13][N:14]([C:15]([O:16][C:17]([CH3:20])([CH3:19])[CH3:18])=[O:21])[CH3:22])=[CH:11][C:10]=3[F:9])[CH:52]=2)[C:33]([N:36]([C:44]([O:46][C:47]([CH3:50])([CH3:49])[CH3:48])=[O:45])[C:37](=[O:43])[O:38][C:39]([CH3:41])([CH3:42])[CH3:40])=[N:34][CH:35]=1. (3) Given the reactants [BrH:1].[CH2:2]([C:6]1[CH:12]=[CH:11][CH:10]=[CH:9][C:7]=1N)[CH:3]([CH3:5])[CH3:4].N([O-])=O.[Na+].O.O.O.O.O.O.O.O.O.O.C(=O)([O-])[O-].[Na+].[Na+], predict the reaction product. The product is: [Br:1][C:7]1[CH:9]=[CH:10][CH:11]=[CH:12][C:6]=1[CH2:2][CH:3]([CH3:5])[CH3:4]. (4) The product is: [N:8]1([CH2:13][C:14]2[CH:19]=[CH:18][C:17]([C:20]3[CH:24]=[C:23]([CH2:25][CH:26]([CH3:28])[CH3:27])[S:22][C:21]=3[S:29]([NH2:32])(=[O:31])=[O:30])=[CH:16][CH:15]=2)[CH:12]=[CH:11][N:10]=[CH:9]1. Given the reactants FC(F)(F)C(O)=O.[N:8]1([CH2:13][C:14]2[CH:19]=[CH:18][C:17]([C:20]3[CH:24]=[C:23]([CH2:25][CH:26]([CH3:28])[CH3:27])[S:22][C:21]=3[S:29]([NH:32]C(C)(C)C)(=[O:31])=[O:30])=[CH:16][CH:15]=2)[CH:12]=[CH:11][N:10]=[CH:9]1, predict the reaction product. (5) Given the reactants [C:1]1([N:7]2[C:11]([C:12]([Cl:15])([Cl:14])[Cl:13])=[N:10][C:9]([C:16]([OH:18])=O)=[N:8]2)[CH:6]=[CH:5][CH:4]=[CH:3][CH:2]=1.[Cl:19][C:20]1[CH:26]=[CH:25][CH:24]=[CH:23][C:21]=1[NH2:22].P(Cl)(Cl)(Cl)=O, predict the reaction product. The product is: [Cl:19][C:20]1[CH:26]=[CH:25][CH:24]=[CH:23][C:21]=1[NH:22][C:16]([C:9]1[N:10]=[C:11]([C:12]([Cl:13])([Cl:14])[Cl:15])[N:7]([C:1]2[CH:2]=[CH:3][CH:4]=[CH:5][CH:6]=2)[N:8]=1)=[O:18].